From a dataset of Reaction yield outcomes from USPTO patents with 853,638 reactions. Predict the reaction yield, written as a fraction of the theoretical maximum amount of product (1.0 means a 100% yield; for example, 0.34 means a 34% yield). (1) The reactants are [Cl:1][C:2]1[CH:9]=[C:8]([OH:10])[CH:7]=[CH:6][C:3]=1[CH:4]=[O:5].[C:11](=O)([O-])[O-].[K+].[K+].CI. The catalyst is CN(C)C=O. The product is [Cl:1][C:2]1[CH:9]=[C:8]([O:10][CH3:11])[CH:7]=[CH:6][C:3]=1[CH:4]=[O:5]. The yield is 0.680. (2) The reactants are [CH:1]([C:4]1[CH:19]=[CH:18][C:7]([CH2:8][C:9]2[C:14]([CH3:15])=[CH:13][C:12]([CH3:16])=[CH:11][C:10]=2[OH:17])=[CH:6][CH:5]=1)([CH3:3])[CH3:2].C(=O)([O-])[O-].[K+].[K+].Cl[CH2:27][C:28](=[O:30])[CH3:29].[I-].[K+]. The catalyst is CC(C)=O.O. The product is [CH:1]([C:4]1[CH:19]=[CH:18][C:7]([CH2:8][C:9]2[C:14]([CH3:15])=[CH:13][C:12]([CH3:16])=[CH:11][C:10]=2[O:17][CH2:27][C:28]([CH3:29])=[O:30])=[CH:6][CH:5]=1)([CH3:3])[CH3:2]. The yield is 0.730. (3) The reactants are [CH3:1][C:2]1([CH3:13])[C:6]2[CH:7]=[CH:8][C:9]([NH:11][CH3:12])=[CH:10][C:5]=2[O:4][CH2:3]1.[CH2:14]([O:21][C:22]1[CH:27]=[CH:26][C:25](Br)=[CH:24][CH:23]=1)[C:15]1[CH:20]=[CH:19][CH:18]=[CH:17][CH:16]=1.CC([O-])(C)C.[K+]. The catalyst is C1(C)C=CC=CC=1.C1C=CC(/C=C/C(/C=C/C2C=CC=CC=2)=O)=CC=1.C1C=CC(/C=C/C(/C=C/C2C=CC=CC=2)=O)=CC=1.C1C=CC(/C=C/C(/C=C/C2C=CC=CC=2)=O)=CC=1.[Pd].[Pd].COC1C=CC=C(OC)C=1C1C=CC=CC=1P(C1CCCCC1)C1CCCCC1. The product is [CH2:14]([O:21][C:22]1[CH:27]=[CH:26][C:25]([N:11]([C:9]2[CH:8]=[CH:7][C:6]3[C:2]([CH3:13])([CH3:1])[CH2:3][O:4][C:5]=3[CH:10]=2)[CH3:12])=[CH:24][CH:23]=1)[C:15]1[CH:20]=[CH:19][CH:18]=[CH:17][CH:16]=1. The yield is 0.990.